Dataset: Full USPTO retrosynthesis dataset with 1.9M reactions from patents (1976-2016). Task: Predict the reactants needed to synthesize the given product. (1) Given the product [Cl:15][C:16]1[CH:24]=[CH:23][C:19]([C:20]([NH:14][C:11]2[CH:12]=[N:13][C:8]([O:1][C:2]3[CH:3]=[CH:4][CH:5]=[CH:6][CH:7]=3)=[CH:9][CH:10]=2)=[O:21])=[CH:18][C:17]=1[C:25]([NH:26][C:27]1[CH:28]=[C:29]2[CH:35]=[CH:34][NH:33][C:30]2=[N:31][CH:32]=1)=[O:36], predict the reactants needed to synthesize it. The reactants are: [O:1]([C:8]1[N:13]=[CH:12][C:11]([NH2:14])=[CH:10][CH:9]=1)[C:2]1[CH:7]=[CH:6][CH:5]=[CH:4][CH:3]=1.[Cl:15][C:16]1[CH:24]=[CH:23][C:19]([C:20](Cl)=[O:21])=[CH:18][C:17]=1[C:25](=[O:36])[NH:26][C:27]1[CH:28]=[C:29]2[CH:35]=[CH:34][NH:33][C:30]2=[N:31][CH:32]=1. (2) The reactants are: Cl[C:2]1([CH:8]=[N:9][OH:10])[CH:7]=[CH:6][CH:5]=[CH:4][CH2:3]1.[C:11]([O:15][C:16]([N:18]1[CH2:23][CH2:22][C:21](=[CH2:24])[CH2:20][CH2:19]1)=[O:17])([CH3:14])([CH3:13])[CH3:12].C(N(CC)CC)C. Given the product [C:11]([O:15][C:16]([N:18]1[CH2:23][CH2:22][C:21]2([O:10][N:9]=[C:8]([C:2]3[CH:7]=[CH:6][CH:5]=[CH:4][CH:3]=3)[CH2:24]2)[CH2:20][CH2:19]1)=[O:17])([CH3:13])([CH3:12])[CH3:14], predict the reactants needed to synthesize it. (3) Given the product [CH2:65]([O:67][C:68](=[O:77])[C:69]1[CH:74]=[C:73]([NH:75][C:28]([C@H:9]2[C@H:8]([C:4]3[CH:5]=[CH:6][CH:7]=[C:2]([Cl:1])[C:3]=3[F:31])[C@:12]([C:15]3[CH:20]=[CH:19][C:18]([Cl:21])=[CH:17][C:16]=3[F:22])([C:13]#[N:14])[C@H:11]([CH2:23][C:24]([CH3:25])([CH3:26])[CH3:27])[NH:10]2)=[O:30])[CH:72]=[CH:71][C:70]=1[F:76])[CH3:66], predict the reactants needed to synthesize it. The reactants are: [Cl:1][C:2]1[C:3]([F:31])=[C:4]([CH:8]2[C:12]([C:15]3[CH:20]=[CH:19][C:18]([Cl:21])=[CH:17][C:16]=3[F:22])([C:13]#[N:14])[CH:11]([CH2:23][C:24]([CH3:27])([CH3:26])[CH3:25])[NH:10][CH:9]2[C:28]([OH:30])=O)[CH:5]=[CH:6][CH:7]=1.CN(C(ON1N=NC2C=CC=NC1=2)=[N+](C)C)C.F[P-](F)(F)(F)(F)F.CCN(C(C)C)C(C)C.[CH2:65]([O:67][C:68](=[O:77])[C:69]1[CH:74]=[C:73]([NH2:75])[CH:72]=[CH:71][C:70]=1[F:76])[CH3:66].